From a dataset of Reaction yield outcomes from USPTO patents with 853,638 reactions. Predict the reaction yield, written as a fraction of the theoretical maximum amount of product (1.0 means a 100% yield; for example, 0.34 means a 34% yield). (1) The reactants are C(N(CC)CC)C.Cl.[CH3:9][O:10][C:11](=[O:17])[C@@H:12]1[CH2:16][CH2:15][CH2:14][NH:13]1.Cl[C:19]1[N:24]=[C:23]([O:25][C:26]2[CH:52]=[CH:51][C:50]([F:53])=[CH:49][C:27]=2[CH2:28][NH:29][C:30]([NH:32][C:33]2[N:37]([C:38]3[CH:43]=[CH:42][C:41]([CH3:44])=[CH:40][CH:39]=3)[N:36]=[C:35]([C:45]([CH3:48])([CH3:47])[CH3:46])[CH:34]=2)=[O:31])[CH:22]=[CH:21][N:20]=1.C(=O)([O-])[O-].[Na+].[Na+]. The catalyst is C(O)C. The product is [CH3:9][O:10][C:11]([C@@H:12]1[CH2:16][CH2:15][CH2:14][N:13]1[C:19]1[N:24]=[C:23]([O:25][C:26]2[CH:52]=[CH:51][C:50]([F:53])=[CH:49][C:27]=2[CH2:28][NH:29][C:30]([NH:32][C:33]2[N:37]([C:38]3[CH:39]=[CH:40][C:41]([CH3:44])=[CH:42][CH:43]=3)[N:36]=[C:35]([C:45]([CH3:48])([CH3:47])[CH3:46])[CH:34]=2)=[O:31])[CH:22]=[CH:21][N:20]=1)=[O:17]. The yield is 0.730. (2) The reactants are [Cl:1][C:2]1[CH:7]=[CH:6][C:5]([CH:8](O)[C:9]2[S:13][C:12]([C:14]#[N:15])=[CH:11][C:10]=2[I:16])=[CH:4][CH:3]=1.C(O)(C(F)(F)F)=O.C([SiH](CC)CC)C. The catalyst is ClCCl. The product is [Cl:1][C:2]1[CH:7]=[CH:6][C:5]([CH2:8][C:9]2[S:13][C:12]([C:14]#[N:15])=[CH:11][C:10]=2[I:16])=[CH:4][CH:3]=1. The yield is 0.850. (3) The reactants are [C:1]([O:5][C:6]([N:8]1[C:16]2[C:11](=[CH:12][C:13]([S:17][C:18]3[CH:23]=[CH:22][C:21]([C:24](=[O:33])[NH:25][C:26]4[CH:31]=[CH:30][C:29]([Br:32])=[CH:28][CH:27]=4)=[CH:20][C:19]=3[N+:34]([O-])=O)=[CH:14][CH:15]=2)[CH:10]=[CH:9]1)=[O:7])([CH3:4])([CH3:3])[CH3:2].[Cl-].[NH4+]. The catalyst is O.C(O)C.C(OCC)(=O)C.[Fe]. The product is [C:1]([O:5][C:6]([N:8]1[C:16]2[C:11](=[CH:12][C:13]([S:17][C:18]3[CH:23]=[CH:22][C:21]([C:24](=[O:33])[NH:25][C:26]4[CH:27]=[CH:28][C:29]([Br:32])=[CH:30][CH:31]=4)=[CH:20][C:19]=3[NH2:34])=[CH:14][CH:15]=2)[CH:10]=[CH:9]1)=[O:7])([CH3:4])([CH3:2])[CH3:3]. The yield is 0.920. (4) The reactants are [O:1]=[C:2]1[C:7]([C:8]2[NH:27][C:11]3=[CH:12][C:13]4[C:14](=[O:26])[N:15]([C:20]5[CH:21]=[N:22][CH:23]=[CH:24][CH:25]=5)[C:16](=[O:19])[C:17]=4[CH:18]=[C:10]3[N:9]=2)=[C:6]([NH:28][C@@H:29]([CH3:41])[CH2:30][C:31]2[C:36]([F:37])=[C:35]([F:38])[CH:34]=[C:33]([F:39])[C:32]=2[F:40])[CH:5]=[CH:4][NH:3]1. The catalyst is C(O)(=O)C.[Zn]. The product is [OH:26][CH:14]1[C:13]2[CH:12]=[C:11]3[NH:27][C:8]([C:7]4[C:2](=[O:1])[NH:3][CH:4]=[CH:5][C:6]=4[NH:28][C@@H:29]([CH3:41])[CH2:30][C:31]4[C:32]([F:40])=[C:33]([F:39])[CH:34]=[C:35]([F:38])[C:36]=4[F:37])=[N:9][C:10]3=[CH:18][C:17]=2[C:16](=[O:19])[N:15]1[C:20]1[CH:21]=[N:22][CH:23]=[CH:24][CH:25]=1. The yield is 0.326. (5) The reactants are [N+:1]([C:4]1[CH:10]=[CH:9][C:7]([NH2:8])=[CH:6][CH:5]=1)([O-:3])=[O:2].[C:11]1(=O)[O:16][C:14](=[O:15])[C:13]2=[CH:17][CH:18]=[CH:19][CH:20]=[C:12]12. The catalyst is C(O)(=O)C. The product is [N+:1]([C:4]1[CH:10]=[CH:9][C:7]([N:8]2[C:14](=[O:15])[C:13]3[C:12](=[CH:20][CH:19]=[CH:18][CH:17]=3)[C:11]2=[O:16])=[CH:6][CH:5]=1)([O-:3])=[O:2]. The yield is 0.650.